Dataset: Retrosynthesis with 50K atom-mapped reactions and 10 reaction types from USPTO. Task: Predict the reactants needed to synthesize the given product. (1) Given the product NS(=O)(=O)c1ccc(OCC2(F)CCOCC2)c(Cl)c1, predict the reactants needed to synthesize it. The reactants are: NS(=O)(=O)c1ccc(F)c(Cl)c1.OCC1(F)CCOCC1. (2) Given the product C[C@@H](O)[C@H]1CC[C@H]2[C@@H]3CC[C@H]4C[C@H](O)CC[C@]4(C)[C@H]3CC[C@]12C, predict the reactants needed to synthesize it. The reactants are: CC(=O)[C@H]1CC[C@H]2[C@@H]3CC[C@H]4C[C@H](O)CC[C@]4(C)[C@H]3CC[C@]12C. (3) Given the product Cn1c(=O)c2c(nc(N3CCC[C@@H](NC(=O)OC(C)(C)C)C3)n2Cc2ccccc2Cl)c2cc(C(=O)N3CCOCC3)ccc21, predict the reactants needed to synthesize it. The reactants are: C1COCCN1.Cn1c(=O)c2c(nc(N3CCC[C@@H](NC(=O)OC(C)(C)C)C3)n2Cc2ccccc2Cl)c2cc(C(=O)O)ccc21. (4) Given the product NCCc1c(N)cc(N)cc1S(=O)(=O)Cc1ccccc1, predict the reactants needed to synthesize it. The reactants are: NCCc1c(N)cc([N+](=O)[O-])cc1S(=O)(=O)Cc1ccccc1. (5) Given the product N#Cc1cc(COc2ccc3c(c2)CCN3)ccc1C1CCCCC1, predict the reactants needed to synthesize it. The reactants are: CC(C)(C)OC(=O)N1CCc2cc(OCc3ccc(C4CCCCC4)c(C#N)c3)ccc21. (6) Given the product CCN(CCNC(C)=O)c1ccc(Br)cc1, predict the reactants needed to synthesize it. The reactants are: CC(=O)OC(C)=O.CCN(CCN)c1ccc(Br)cc1. (7) Given the product CC(C)(C)OC(=O)NC1(C(=O)O)CCCCC1, predict the reactants needed to synthesize it. The reactants are: CC(C)(C)OC(=O)OC(=O)OC(C)(C)C.NC1(C(=O)O)CCCCC1. (8) Given the product CCCC(F)(F)C[C@H](NC(=O)N1CCCOCC1)C(=O)NCC#N, predict the reactants needed to synthesize it. The reactants are: CCCC(F)(F)CC(NC(=O)N1CCCOCC1)C(=O)O.N#CCN.